This data is from Full USPTO retrosynthesis dataset with 1.9M reactions from patents (1976-2016). The task is: Predict the reactants needed to synthesize the given product. Given the product [CH:1]1([NH:4][C:5](=[O:43])[C:6]2[CH:11]=[CH:10][C:9]([C:12]3[CH:13]=[N:14][N:15]4[C:20]([N:21]([CH2:29][C:30]5[CH:35]=[CH:34][C:33]([O:36][CH3:37])=[CH:32][CH:31]=5)[CH2:22][CH:23]5[CH2:28][CH2:27][O:26][CH2:25][CH2:24]5)=[N:19][C:18]([N:55]([CH3:56])[CH3:54])=[N:17][C:16]=34)=[CH:8][C:7]=2[CH3:42])[CH2:3][CH2:2]1, predict the reactants needed to synthesize it. The reactants are: [CH:1]1([NH:4][C:5](=[O:43])[C:6]2[CH:11]=[CH:10][C:9]([C:12]3[CH:13]=[N:14][N:15]4[C:20]([N:21]([CH2:29][C:30]5[CH:35]=[CH:34][C:33]([O:36][CH3:37])=[CH:32][CH:31]=5)[CH2:22][CH:23]5[CH2:28][CH2:27][O:26][CH2:25][CH2:24]5)=[N:19][C:18](S(C)(=O)=O)=[N:17][C:16]=34)=[CH:8][C:7]=2[CH3:42])[CH2:3][CH2:2]1.Cl.FC(F)(F)C(N)(C)C.C[CH2:54][N:55](C(C)C)[CH:56](C)C.